From a dataset of Full USPTO retrosynthesis dataset with 1.9M reactions from patents (1976-2016). Predict the reactants needed to synthesize the given product. (1) Given the product [OH:71][CH:70]([CH2:61][OH:64])[CH2:50][N:38]([CH2:39][CH:40]([OH:49])[CH:41]([OH:48])[CH2:42][OH:47])[C:36]([C:33]1[N:25]2[C:24]([CH2:23][N:22]([C:20]([C:4]3[CH:3]=[C:2]([Cl:67])[C:7]([C:8]4[CH:13]=[CH:12][CH:11]=[CH:10][C:9]=4[F:51])=[CH:6][C:5]=3[O:18][CH3:19])=[O:21])[C:28]3[CH:29]=[CH:30][CH:31]=[CH:32][C:27]=3[CH2:26]2)=[CH:35][CH:34]=1)=[O:37], predict the reactants needed to synthesize it. The reactants are: Cl[C:2]1[C:7]([C:8]2[CH:13]=[CH:12][CH:11]=[CH:10][C:9]=2C(F)(F)F)=[CH:6][C:5]([O:18][CH3:19])=[C:4]([C:20]([N:22]2[C:28]3[CH:29]=[CH:30][CH:31]=[CH:32][C:27]=3[CH2:26][N:25]3[C:33]([C:36]([N:38]([CH3:50])[CH2:39][C@H:40]([OH:49])[C@@H:41]([OH:48])[C@H:42]([OH:47])[C@H](O)CO)=[O:37])=[CH:34][CH:35]=[C:24]3[CH2:23]2)=[O:21])[CH:3]=1.[F:51]C1C=CC=CC=1B(O)O.[C:61](=[O:64])([O-])[O-].[K+].[K+].[ClH:67].CN(C)[CH:70]=[O:71]. (2) Given the product [CH3:22][O:23][C:24](=[O:32])[C:25]1[CH:30]=[CH:29][C:28]([NH:31][C:17](=[O:18])[CH2:16][O:15][C:14]2[CH:13]=[CH:12][C:11]([C:1]34[CH2:10][CH:5]5[CH2:4][CH:3]([CH2:9][CH:7]([CH2:6]5)[CH2:8]3)[CH2:2]4)=[CH:21][CH:20]=2)=[CH:27][CH:26]=1, predict the reactants needed to synthesize it. The reactants are: [C:1]12([C:11]3[CH:21]=[CH:20][C:14]([O:15][CH2:16][C:17](O)=[O:18])=[CH:13][CH:12]=3)[CH2:10][CH:5]3[CH2:6][CH:7]([CH2:9][CH:3]([CH2:4]3)[CH2:2]1)[CH2:8]2.[CH3:22][O:23][C:24](=[O:32])[C:25]1[CH:30]=[CH:29][C:28]([NH2:31])=[CH:27][CH:26]=1.Cl.C(N=C=N)C.OS1C2C=CC=CC=2N=C1.C(N(CC)C(C)C)(C)C.